From a dataset of Forward reaction prediction with 1.9M reactions from USPTO patents (1976-2016). Predict the product of the given reaction. (1) Given the reactants Br[C:2]1[C:3]([CH3:22])=[N:4][N:5]([CH2:14][CH:15]2[CH2:19][CH2:18][C:17]([F:21])([F:20])[CH2:16]2)[C:6]=1[C:7]1[CH:12]=[CH:11][C:10]([F:13])=[CH:9][CH:8]=1.CC1(C)C(C)(C)OB([C:31]2[CH:32]=[CH:33][C:34]3[O:39][CH2:38][C:37](=[O:40])[NH:36][C:35]=3[CH:41]=2)O1.C(=O)([O-])[O-].[Cs+].[Cs+].O, predict the reaction product. The product is: [F:20][C:17]1([F:21])[CH2:18][CH2:19][CH:15]([CH2:14][N:5]2[C:6]([C:7]3[CH:12]=[CH:11][C:10]([F:13])=[CH:9][CH:8]=3)=[C:2]([C:31]3[CH:32]=[CH:33][C:34]4[O:39][CH2:38][C:37](=[O:40])[NH:36][C:35]=4[CH:41]=3)[C:3]([CH3:22])=[N:4]2)[CH2:16]1. (2) Given the reactants [C:1]([O:5][C:6]([NH:8][CH:9]([C:13]1[CH:18]=[CH:17][CH:16]=[C:15]([Cl:19])[C:14]=1[Cl:20])[C:10](O)=[O:11])=[O:7])([CH3:4])([CH3:3])[CH3:2].C(N(CC)CC)C.ClC(OCC(C)C)=O.[BH4-].[Na+].C(=O)([O-])O.[Na+], predict the reaction product. The product is: [Cl:20][C:14]1[C:15]([Cl:19])=[CH:16][CH:17]=[CH:18][C:13]=1[CH:9]([NH:8][C:6](=[O:7])[O:5][C:1]([CH3:3])([CH3:2])[CH3:4])[CH2:10][OH:11]. (3) Given the reactants [F:1][C:2]1([F:9])[CH2:5][CH:4](CC#N)[CH2:3]1.[Li+].CC([N-][CH:15]([CH3:17])[CH3:16])C.CI.[NH4+:20].[Cl-].[CH2:22]1COCC1, predict the reaction product. The product is: [F:1][C:2]1([F:9])[CH2:5][CH:4]([C:15]([CH3:16])([CH3:17])[C:22]#[N:20])[CH2:3]1. (4) The product is: [Cl:11][C:8]1[CH:9]=[CH:10][C:5]([CH:4]([O:12][CH:13]2[CH2:18][CH2:17][NH:16][CH2:15][CH2:14]2)[C:5]2[CH:10]=[CH:9][C:8]([Cl:11])=[CH:7][CH:6]=2)=[CH:6][CH:7]=1. Given the reactants ClC1C=CC=CC=1[CH:4]([O:12][CH:13]1[CH2:18][CH2:17][NH:16][CH2:15][CH2:14]1)[C:5]1[CH:10]=[CH:9][C:8]([Cl:11])=[CH:7][CH:6]=1, predict the reaction product. (5) Given the reactants [OH:1][CH:2]1[CH2:7][CH2:6][N:5]([C:8]([N:10]2[CH2:15][CH:14]([C:16]3[CH:21]=[CH:20][C:19]([CH3:22])=[C:18]([C:23]([F:26])([F:25])[F:24])[CH:17]=3)[CH2:13][CH:12]([C:27](O)=[O:28])[CH2:11]2)=[O:9])[CH2:4][CH2:3]1.[F:30][C:31]1[CH:32]=[C:33]([C:37](=[N:39]O)[NH2:38])[CH:34]=[CH:35][CH:36]=1, predict the reaction product. The product is: [F:30][C:31]1[CH:32]=[C:33]([C:37]2[N:39]=[C:27]([CH:12]3[CH2:13][CH:14]([C:16]4[CH:21]=[CH:20][C:19]([CH3:22])=[C:18]([C:23]([F:25])([F:24])[F:26])[CH:17]=4)[CH2:15][N:10]([C:8]([N:5]4[CH2:6][CH2:7][CH:2]([OH:1])[CH2:3][CH2:4]4)=[O:9])[CH2:11]3)[O:28][N:38]=2)[CH:34]=[CH:35][CH:36]=1. (6) Given the reactants [CH3:1][O:2][C:3]1[CH:20]=[CH:19][C:18]2[C@@H:17]3[C@H:8]([C@H:9]4[C@:13]([CH2:15][CH2:16]3)([CH3:14])[CH:12]=[CH:11][CH2:10]4)[CH2:7][CH2:6][C:5]=2[CH:4]=1.C12BC(CCC1)CCC2.[OH-:30].[Na+].OO, predict the reaction product. The product is: [CH3:1][O:2][C:3]1[CH:20]=[CH:19][C:18]2[C@@H:17]3[C@H:8]([C@H:9]4[C@:13]([CH2:15][CH2:16]3)([CH3:14])[CH2:12][C@H:11]([OH:30])[CH2:10]4)[CH2:7][CH2:6][C:5]=2[CH:4]=1. (7) Given the reactants [CH2:1]=[CH:2][C:3](=[CH2:5])[CH3:4].[O:6]1[CH:10]=[CH:9][CH2:8][CH2:7]1, predict the reaction product. The product is: [CH3:5][C:3]1[CH2:4][CH:10]2[CH:9]([CH2:8][CH2:7][O:6]2)[CH2:1][CH:2]=1. (8) Given the reactants [CH3:1][N:2]1[C:6]([C:7]([NH:9][C:10]2[CH:11]=[C:12]([C:16]#[C:17][C:18]3[CH:19]=[C:20]([C:24]([N:26]=[S:27]([C:30]4[CH:35]=[CH:34][C:33]([CH2:36][CH2:37][C:38]([O:40]C)=[O:39])=[CH:32][CH:31]=4)([CH3:29])=[O:28])=[O:25])[CH:21]=[N:22][CH:23]=3)[CH:13]=[CH:14][CH:15]=2)=[O:8])=[CH:5][C:4]([CH3:42])=[N:3]1.[OH-].[Na+].C(O)(=O)C, predict the reaction product. The product is: [CH3:1][N:2]1[C:6]([C:7]([NH:9][C:10]2[CH:11]=[C:12]([C:16]#[C:17][C:18]3[CH:19]=[C:20]([C:24]([N:26]=[S:27]([C:30]4[CH:35]=[CH:34][C:33]([CH2:36][CH2:37][C:38]([OH:40])=[O:39])=[CH:32][CH:31]=4)([CH3:29])=[O:28])=[O:25])[CH:21]=[N:22][CH:23]=3)[CH:13]=[CH:14][CH:15]=2)=[O:8])=[CH:5][C:4]([CH3:42])=[N:3]1. (9) Given the reactants [F:1][C:2]1[CH:3]=[C:4]([OH:13])[CH:5]=[CH:6][C:7]=1[C:8]1[N:9]=[CH:10][S:11][CH:12]=1.N1C(C)=CC=CC=1C.[F:22][C:23]([F:36])([F:35])[S:24](O[S:24]([C:23]([F:36])([F:35])[F:22])(=[O:26])=[O:25])(=[O:26])=[O:25], predict the reaction product. The product is: [F:22][C:23]([F:36])([F:35])[S:24]([O:13][C:4]1[CH:5]=[CH:6][C:7]([C:8]2[N:9]=[CH:10][S:11][CH:12]=2)=[C:2]([F:1])[CH:3]=1)(=[O:26])=[O:25].